Task: Predict the product of the given reaction.. Dataset: Forward reaction prediction with 1.9M reactions from USPTO patents (1976-2016) (1) The product is: [C:1]([C:3]1[C:7]([CH2:8][C:9]2[CH:14]=[CH:13][CH:12]=[CH:11][C:10]=2[S:15]([N:18]2[CH2:19][CH2:20][CH2:21][CH2:22]2)(=[O:17])=[O:16])=[C:6]([CH3:23])[N:5]([CH2:24][C:25]([OH:27])=[O:26])[C:4]=1[CH:30]1[CH2:35][CH2:34][CH2:33][CH2:32][CH2:31]1)#[N:2]. Given the reactants [C:1]([C:3]1[C:7]([CH2:8][C:9]2[CH:14]=[CH:13][CH:12]=[CH:11][C:10]=2[S:15]([N:18]2[CH2:22][CH2:21][CH2:20][CH2:19]2)(=[O:17])=[O:16])=[C:6]([CH3:23])[N:5]([CH2:24][C:25]([O:27]CC)=[O:26])[C:4]=1[CH:30]1[CH2:35][CH2:34][CH2:33][CH2:32][CH2:31]1)#[N:2].O.O.[OH-].[Li+], predict the reaction product. (2) Given the reactants CC(C)([O-])C.[Na+].[CH2:7]([C:10]1[CH:15]=[CH:14][C:13](Br)=[CH:12][CH:11]=1)[CH:8]=[CH2:9].[NH2:17][C:18]1[CH:23]=[CH:22][CH:21]=[CH:20][CH:19]=1, predict the reaction product. The product is: [CH2:7]([C:10]1[CH:15]=[CH:14][C:13]([NH:17][C:18]2[CH:23]=[CH:22][CH:21]=[CH:20][CH:19]=2)=[CH:12][CH:11]=1)[CH:8]=[CH2:9]. (3) Given the reactants [F:1][C:2]1[C:7]([O:8][CH2:9][O:10][CH3:11])=[CH:6][N:5]=[C:4]([CH:12]=[O:13])[CH:3]=1.P([O-])(O)(O)=O.[Na+].CC(=CC)C.Cl([O-])=O.[Na+].Cl.[C:30]([OH:34])(C)(C)C, predict the reaction product. The product is: [F:1][C:2]1[C:7]([O:8][CH2:9][O:10][CH3:11])=[CH:6][N:5]=[C:4]([C:12]([O:34][CH3:30])=[O:13])[CH:3]=1. (4) Given the reactants Cl[C:2]1[N:10]=[C:9]2[C:5]([N:6]=[CH:7][N:8]2[C@@H:11]2[CH2:15][C@H:14]([N:16]3[N:20]=[C:19]([CH3:21])[CH:18]=[N:17]3)[C@@H:13]([OH:22])[C@H:12]2[OH:23])=[C:4]([NH:24][CH:25]2[CH2:29][CH2:28][N:27]([C:30]3[CH:35]=[CH:34][C:33]([C:36]([F:39])([F:38])[F:37])=[CH:32][N:31]=3)[CH2:26]2)[N:3]=1.Cl.N[C@H]1C[C@@H](N2C=NC3C2=NC=NC=3NC2CCCC2)[C@H](O)[C@@H]1O, predict the reaction product. The product is: [CH3:21][C:19]1[CH:18]=[N:17][N:16]([C@H:14]2[CH2:15][C@@H:11]([N:8]3[CH:7]=[N:6][C:5]4[C:9]3=[N:10][CH:2]=[N:3][C:4]=4[NH:24][C@H:25]3[CH2:29][CH2:28][N:27]([C:30]4[CH:35]=[CH:34][C:33]([C:36]([F:37])([F:39])[F:38])=[CH:32][N:31]=4)[CH2:26]3)[C@H:12]([OH:23])[C@@H:13]2[OH:22])[N:20]=1. (5) Given the reactants [C:1]([O:5][C:6](=[O:17])[CH2:7][O:8][C:9]1[CH:14]=[CH:13][CH:12]=[C:11]([CH2:15]O)[CH:10]=1)([CH3:4])([CH3:3])[CH3:2].C1(P(C2C=CC=CC=2)C2C=CC=CC=2)C=CC=CC=1.C(Br)(Br)(Br)[Br:38], predict the reaction product. The product is: [Br:38][CH2:15][C:11]1[CH:10]=[C:9]([CH:14]=[CH:13][CH:12]=1)[O:8][CH2:7][C:6]([O:5][C:1]([CH3:4])([CH3:3])[CH3:2])=[O:17].